This data is from Full USPTO retrosynthesis dataset with 1.9M reactions from patents (1976-2016). The task is: Predict the reactants needed to synthesize the given product. (1) Given the product [CH3:1][C:2]1[CH:3]=[CH:4][C:5]([NH:11][C:12](=[O:17])[C:13]([F:14])([F:15])[F:16])=[C:6]([CH:10]=1)[C:7]([O:9][C:18]([CH3:21])([CH3:20])[CH3:19])=[O:8], predict the reactants needed to synthesize it. The reactants are: [CH3:1][C:2]1[CH:3]=[CH:4][C:5]([NH:11][C:12](=[O:17])[C:13]([F:16])([F:15])[F:14])=[C:6]([CH:10]=1)[C:7]([OH:9])=[O:8].[C:18](OC(O[C:18]([CH3:21])([CH3:20])[CH3:19])N(C)C)([CH3:21])([CH3:20])[CH3:19]. (2) Given the product [F:1][C:2]1[CH:7]=[CH:6][C:5]([O:8][C:20]2[CH:25]=[N:24][C:23]([N+:26]([O-:28])=[O:27])=[CH:22][CH:21]=2)=[CH:4][C:3]=1[NH:9][C:10]([C:12]1[N:16]([CH3:17])[N:15]=[C:14]([CH3:18])[CH:13]=1)=[O:11], predict the reactants needed to synthesize it. The reactants are: [F:1][C:2]1[CH:7]=[CH:6][C:5]([OH:8])=[CH:4][C:3]=1[NH:9][C:10]([C:12]1[N:16]([CH3:17])[N:15]=[C:14]([CH3:18])[CH:13]=1)=[O:11].Br[C:20]1[CH:21]=[CH:22][C:23]([N+:26]([O-:28])=[O:27])=[N:24][CH:25]=1.C(=O)([O-])[O-].[Cs+].[Cs+].CN(C)C=O. (3) Given the product [CH3:1][O:2][C:3]([C:5]1[N:6]([N:23]=[CH:24][CH2:25][CH:26]([CH3:28])[CH3:27])[C:7](=[O:22])[C:8]2[C:13]([C:14]=1[C:15]1[CH:20]=[CH:19][CH:18]=[CH:17][CH:16]=1)=[CH:12][C:11]([Cl:21])=[CH:10][CH:9]=2)=[O:4], predict the reactants needed to synthesize it. The reactants are: [CH3:1][O:2][C:3]([C:5]1[N:6]([NH2:23])[C:7](=[O:22])[C:8]2[C:13]([C:14]=1[C:15]1[CH:20]=[CH:19][CH:18]=[CH:17][CH:16]=1)=[CH:12][C:11]([Cl:21])=[CH:10][CH:9]=2)=[O:4].[CH:24](=O)[CH2:25][CH:26]([CH3:28])[CH3:27].